This data is from Reaction yield outcomes from USPTO patents with 853,638 reactions. The task is: Predict the reaction yield, written as a fraction of the theoretical maximum amount of product (1.0 means a 100% yield; for example, 0.34 means a 34% yield). The reactants are [NH2:1][C:2]1[C:7]([CH3:8])=[CH:6][C:5]([OH:9])=[CH:4][C:3]=1[CH3:10].N1C=CN=C1.[CH:16]([Si:19](Cl)([CH:23]([CH3:25])[CH3:24])[CH:20]([CH3:22])[CH3:21])([CH3:18])[CH3:17]. The catalyst is C(Cl)Cl. The product is [CH3:10][C:3]1[CH:4]=[C:5]([O:9][Si:19]([CH:23]([CH3:25])[CH3:24])([CH:20]([CH3:22])[CH3:21])[CH:16]([CH3:18])[CH3:17])[CH:6]=[C:7]([CH3:8])[C:2]=1[NH2:1]. The yield is 0.790.